From a dataset of Reaction yield outcomes from USPTO patents with 853,638 reactions. Predict the reaction yield, written as a fraction of the theoretical maximum amount of product (1.0 means a 100% yield; for example, 0.34 means a 34% yield). (1) The reactants are [NH2:1][CH2:2][C:3]1[CH:8]=[CH:7][C:6]([C:9]2[N:17]3[C:12]([C:13]([NH2:18])=[N:14][CH:15]=[N:16]3)=[C:11]([C:19]3[CH:20]=[CH:21][C:22]4[C:26]([CH:27]=3)=[N:25][N:24]([CH2:28][C:29]3[CH:34]=[CH:33][CH:32]=[CH:31][CH:30]=3)[CH:23]=4)[CH:10]=2)=[CH:5][CH:4]=1.[C:35]1(=O)[CH2:39][CH2:38][CH2:37][CH2:36]1. No catalyst specified. The product is [CH2:28]([N:24]1[CH:23]=[C:22]2[C:26]([CH:27]=[C:19]([C:11]3[CH:10]=[C:9]([C:6]4[CH:7]=[CH:8][C:3]([CH2:2][NH:1][CH:35]5[CH2:39][CH2:38][CH2:37][CH2:36]5)=[CH:4][CH:5]=4)[N:17]4[C:12]=3[C:13]([NH2:18])=[N:14][CH:15]=[N:16]4)[CH:20]=[CH:21]2)=[N:25]1)[C:29]1[CH:30]=[CH:31][CH:32]=[CH:33][CH:34]=1. The yield is 0.120. (2) The reactants are [CH3:1][Si:2]([CH3:33])([CH3:32])[CH2:3][CH2:4][O:5][CH2:6][N:7]1[C:11]2[N:12]=[CH:13][N:14]=[C:15]([C:16]3[CH:17]=[N:18][N:19]([CH:21]([CH2:27][C:28]([O:30]C)=[O:29])[CH2:22][C:23]([O:25]C)=[O:24])[CH:20]=3)[C:10]=2[CH:9]=[CH:8]1.CO.O.[OH-].[Li+]. The catalyst is O. The product is [CH3:33][Si:2]([CH3:1])([CH3:32])[CH2:3][CH2:4][O:5][CH2:6][N:7]1[C:11]2[N:12]=[CH:13][N:14]=[C:15]([C:16]3[CH:17]=[N:18][N:19]([CH:21]([CH2:27][C:28]([OH:30])=[O:29])[CH2:22][C:23]([OH:25])=[O:24])[CH:20]=3)[C:10]=2[CH:9]=[CH:8]1. The yield is 0.800. (3) No catalyst specified. The reactants are C=CC(O)=O.C(O)C(N)(CO)CO.Cl.COC(C1C=CC(O)=CC=1)=O.[CH:26]1[N:30]([CH2:31][O:32][CH:33]([CH2:36][OH:37])[CH2:34][OH:35])[C:29]2[N:38]=[C:39]([NH2:43])[N:40]=[C:41]([O-:42])[C:28]=2[N:27]=1.[Na+]. The product is [CH:26]1[N:30]([CH2:31][O:32][CH:33]([CH2:36][OH:37])[CH2:34][OH:35])[C:29]2[N:38]=[C:39]([NH2:43])[N:40]=[C:41]([OH:42])[C:28]=2[N:27]=1. The yield is 0.0200. (4) The reactants are FC1C=C(C#CC=C2CCN(C3C([N+]([O-])=O)=CC=CN=3)CC2)C=C(F)C=1OC.[CH:29](=[C:32]1[CH2:37][CH2:36][N:35]([C:38]([O:40][C:41]([CH3:44])([CH3:43])[CH3:42])=[O:39])[CH2:34][CH2:33]1)[C:30]#[CH:31].Cl[C:46]1[CH:51]=[C:50]([F:52])[CH:49]=[CH:48][N:47]=1. No catalyst specified. The product is [F:52][C:50]1[CH:49]=[CH:48][N:47]=[C:46]([C:31]#[C:30][CH:29]=[C:32]2[CH2:37][CH2:36][N:35]([C:38]([O:40][C:41]([CH3:44])([CH3:43])[CH3:42])=[O:39])[CH2:34][CH2:33]2)[CH:51]=1. The yield is 0.385. (5) The reactants are Br[C:2]1[CH:3]=[CH:4][C:5]2[C:15]3[C:10](=[CH:11][N:12]=[CH:13][CH:14]=3)[CH:9]([CH3:16])[O:8][C:6]=2[CH:7]=1.[OH:17][CH2:18][C@@H:19]([N:24]1[C:32](=[O:33])[C:31]2[C:26](=[CH:27][CH:28]=[CH:29][CH:30]=2)[C:25]1=[O:34])[CH2:20][CH:21]([CH3:23])[CH3:22].C(=O)([O-])[O-].[Cs+].[Cs+]. The catalyst is C1(C)C=CC=CC=1.C([O-])(=O)C.[Pd+2].C([O-])(=O)C. The product is [CH3:22][CH:21]([CH3:23])[CH2:20][C@H:19]([N:24]1[C:25](=[O:34])[C:26]2[C:31](=[CH:30][CH:29]=[CH:28][CH:27]=2)[C:32]1=[O:33])[CH2:18][O:17][C:2]1[CH:3]=[CH:4][C:5]2[C:15]3[C:10](=[CH:11][N:12]=[CH:13][CH:14]=3)[CH:9]([CH3:16])[O:8][C:6]=2[CH:7]=1. The yield is 0.640. (6) The catalyst is ClCCl. The reactants are [Cl:1][C:2]1[N:7]=[C:6]([NH:8][CH2:9][CH3:10])[C:5]([C:11]([OH:13])=O)=[CH:4][CH:3]=1.N1C=CC=CC=1.N1C(F)=NC(F)=NC=1[F:22]. The yield is 0.990. The product is [Cl:1][C:2]1[N:7]=[C:6]([NH:8][CH2:9][CH3:10])[C:5]([C:11]([F:22])=[O:13])=[CH:4][CH:3]=1.